Dataset: Peptide-MHC class II binding affinity with 134,281 pairs from IEDB. Task: Regression. Given a peptide amino acid sequence and an MHC pseudo amino acid sequence, predict their binding affinity value. This is MHC class II binding data. (1) The peptide sequence is EKHYFAATQFEPLAA. The MHC is HLA-DPA10201-DPB11401 with pseudo-sequence HLA-DPA10201-DPB11401. The binding affinity (normalized) is 0.732. (2) The peptide sequence is TINAVASRKASNTIL. The MHC is HLA-DQA10201-DQB10303 with pseudo-sequence HLA-DQA10201-DQB10303. The binding affinity (normalized) is 0.534.